From a dataset of Full USPTO retrosynthesis dataset with 1.9M reactions from patents (1976-2016). Predict the reactants needed to synthesize the given product. (1) The reactants are: C(Cl)(=O)C(Cl)=O.CS(C)=O.[Cl:11][C:12]1[CH:13]=[C:14]([CH2:21][OH:22])[C:15]([CH2:19][OH:20])=[CH:16][C:17]=1[Cl:18].C(N(CC)CC)C. Given the product [Cl:11][C:12]1[CH:13]=[C:14]([CH:21]=[O:22])[C:15]([CH:19]=[O:20])=[CH:16][C:17]=1[Cl:18], predict the reactants needed to synthesize it. (2) Given the product [Cl:19][C:17]1[CH:18]=[C:12]2[O:11][C:10]([N:4]3[CH2:5][CH2:6][O:7][CH2:8][C@@H:3]3[CH2:1][CH3:2])=[N:14][C:13]2=[C:15]([C:20]([O:22][CH3:23])=[O:21])[CH:16]=1, predict the reactants needed to synthesize it. The reactants are: [CH2:1]([C@H:3]1[CH2:8][O:7][CH2:6][CH2:5][NH:4]1)[CH3:2].Cl[C:10]1[O:11][C:12]2[C:13](=[C:15]([C:20]([O:22][CH3:23])=[O:21])[CH:16]=[C:17]([Cl:19])[CH:18]=2)[N:14]=1.